Dataset: Full USPTO retrosynthesis dataset with 1.9M reactions from patents (1976-2016). Task: Predict the reactants needed to synthesize the given product. (1) Given the product [CH2:1]([O:3][C:4](=[O:17])[C:5]([CH3:6])([O:8][C:9]1[CH:14]=[CH:13][C:12]([O:15][CH2:19][C:20]2[C:21]([CH3:37])=[N:22][C:23]([C:26]3[CH:31]=[CH:30][C:29]([O:32][C:33]([F:36])([F:34])[F:35])=[CH:28][CH:27]=3)=[CH:24][CH:25]=2)=[CH:11][C:10]=1[CH3:16])[CH3:7])[CH3:2], predict the reactants needed to synthesize it. The reactants are: [CH2:1]([O:3][C:4](=[O:17])[C:5]([O:8][C:9]1[CH:14]=[CH:13][C:12]([OH:15])=[CH:11][C:10]=1[CH3:16])([CH3:7])[CH3:6])[CH3:2].Cl[CH2:19][C:20]1[C:21]([CH3:37])=[N:22][C:23]([C:26]2[CH:31]=[CH:30][C:29]([O:32][C:33]([F:36])([F:35])[F:34])=[CH:28][CH:27]=2)=[CH:24][CH:25]=1.C([O-])([O-])=O.[Cs+].[Cs+]. (2) Given the product [Br:1][C:2]1[CH:11]=[C:10]2[C:5]([CH:6]=[C:7]([CH3:28])[C:8]([C@H:13]([O:27][C:5]([CH3:10])([CH3:6])[CH3:4])[C:14]([O:16][C@@H:17]3[CH2:22][C@H:21]([CH3:23])[CH2:20][CH2:19][C@H:18]3[CH:24]([CH3:25])[CH3:26])=[O:15])=[C:9]2[OH:12])=[CH:4][CH:3]=1, predict the reactants needed to synthesize it. The reactants are: [Br:1][C:2]1[CH:11]=[C:10]2[C:5]([CH:6]=[C:7]([CH3:28])[C:8]([C@H:13]([OH:27])[C:14]([O:16][C@@H:17]3[CH2:22][C@H:21]([CH3:23])[CH2:20][CH2:19][C@H:18]3[CH:24]([CH3:26])[CH3:25])=[O:15])=[C:9]2[OH:12])=[CH:4][CH:3]=1.Cl(O)(=O)(=O)=O.O. (3) Given the product [CH2:1]([C:5]1[NH:6][C:7](=[O:15])[C:8]2[NH:13][N:12]=[C:11]([CH2:27][CH2:26][CH2:25][CH2:24][CH2:23][N:28]3[CH2:32][CH2:31][CH2:30][CH2:29]3)[C:9]=2[N:10]=1)[CH2:2][CH2:3][CH3:4], predict the reactants needed to synthesize it. The reactants are: [CH2:1]([C:5]1[NH:6][C:7](=[O:15])[C:8]2[NH:13][N:12]=[C:11](I)[C:9]=2[N:10]=1)[CH2:2][CH2:3][CH3:4].C(N(CC)CC)C.[CH2:23]([N:28]1[CH2:32][CH2:31][CH2:30][CH2:29]1)[CH2:24][CH2:25][C:26]#[CH:27].[H][H]. (4) Given the product [N+:25]([C:28]1[CH:29]=[CH:30][C:31]([S:34]([N:17]2[CH2:18][CH:15]([O:14][CH:6]([C:7]3[CH:12]=[CH:11][C:10]([Cl:13])=[CH:9][CH:8]=3)[C:5]3[CH:19]=[CH:20][CH:21]=[CH:22][C:4]=3[C:3]([F:2])([F:23])[F:24])[CH2:16]2)(=[O:36])=[O:35])=[CH:32][CH:33]=1)([O-:27])=[O:26], predict the reactants needed to synthesize it. The reactants are: Cl.[F:2][C:3]([F:24])([F:23])[C:4]1[CH:22]=[CH:21][CH:20]=[CH:19][C:5]=1[CH:6]([O:14][CH:15]1[CH2:18][NH:17][CH2:16]1)[C:7]1[CH:12]=[CH:11][C:10]([Cl:13])=[CH:9][CH:8]=1.[N+:25]([C:28]1[CH:33]=[CH:32][C:31]([S:34](Cl)(=[O:36])=[O:35])=[CH:30][CH:29]=1)([O-:27])=[O:26].C(=O)([O-])[O-].C(O)C(N)(CO)CO. (5) Given the product [Br:22][C:23]1[C:27]([CH3:29])([CH3:28])[O:26]/[C:25](=[C:5]2/[C:6](=[O:11])[NH:7][C:8]3[C:4]/2=[CH:3][C:2]([F:1])=[CH:10][CH:9]=3)/[CH:24]=1, predict the reactants needed to synthesize it. The reactants are: [F:1][C:2]1[CH:3]=[C:4]2[C:8](=[CH:9][CH:10]=1)[NH:7][C:6](=[O:11])[CH2:5]2.[Li+].C[Si]([N-][Si](C)(C)C)(C)C.[Br:22][C:23]1[C:27]([CH3:29])([CH3:28])[O:26][C:25](=O)[CH:24]=1.Cl.